Regression/Classification. Given a drug SMILES string, predict its toxicity properties. Task type varies by dataset: regression for continuous values (e.g., LD50, hERG inhibition percentage) or binary classification for toxic/non-toxic outcomes (e.g., AMES mutagenicity, cardiotoxicity, hepatotoxicity). Dataset: skin_reaction. From a dataset of Skin sensitization/reaction prediction data. (1) The compound is CC1(C)SC2C(NC(=O)Cc3ccccc3)C(=O)N2C1C(=O)O. The result is 1 (causes skin reaction). (2) The compound is CC(C=O)=Cc1ccccc1. The result is 1 (causes skin reaction). (3) The compound is O=c1[nH]cnc2ccc(I)cc12. The result is 0 (no skin reaction).